This data is from Full USPTO retrosynthesis dataset with 1.9M reactions from patents (1976-2016). The task is: Predict the reactants needed to synthesize the given product. (1) Given the product [CH3:1][C@H:2]1[CH2:3][CH2:4][C@H:5]([C:8]([N:10]([CH:27]2[CH2:28][CH2:29][O:30][CH2:31][CH2:32]2)[C:11]2[S:12][C:13]([C:21]3[CH:22]=[CH:23][CH:24]=[CH:25][CH:26]=3)=[CH:14][C:15]=2[C:16]([OH:18])=[O:17])=[O:9])[CH2:6][CH2:7]1, predict the reactants needed to synthesize it. The reactants are: [CH3:1][C@H:2]1[CH2:7][CH2:6][C@H:5]([C:8]([N:10]([CH:27]2[CH2:32][CH2:31][O:30][CH2:29][CH2:28]2)[C:11]2[S:12][C:13]([C:21]3[CH:26]=[CH:25][CH:24]=[CH:23][CH:22]=3)=[CH:14][C:15]=2[C:16]([O:18]CC)=[O:17])=[O:9])[CH2:4][CH2:3]1.[OH-].[Li+]. (2) Given the product [CH3:11][C:10]1[N:5]2[N:4]=[CH:3][C:2]([C:23]#[C:22][C:24]3[CH:25]=[N:26][C:27]([NH2:30])=[N:28][CH:29]=3)=[C:6]2[N:7]=[C:8]([C:12]2[CH:17]=[CH:16][C:15]([C:18]([F:21])([F:20])[F:19])=[CH:14][CH:13]=2)[CH:9]=1, predict the reactants needed to synthesize it. The reactants are: I[C:2]1[CH:3]=[N:4][N:5]2[C:10]([CH3:11])=[CH:9][C:8]([C:12]3[CH:17]=[CH:16][C:15]([C:18]([F:21])([F:20])[F:19])=[CH:14][CH:13]=3)=[N:7][C:6]=12.[C:22]([C:24]1[CH:25]=[N:26][C:27]([NH2:30])=[N:28][CH:29]=1)#[CH:23]. (3) Given the product [CH3:9][O:8][C:5]1[CH:6]=[CH:7][C:2]([CH:1]=[C:17]([C:11]2[CH:16]=[CH:15][CH:14]=[CH:13][CH:12]=2)[C:18]([OH:20])=[O:19])=[CH:3][CH:4]=1, predict the reactants needed to synthesize it. The reactants are: [CH:1](=O)[C:2]1[CH:7]=[CH:6][C:5]([O:8][CH3:9])=[CH:4][CH:3]=1.[C:11]1([CH2:17][C:18]([OH:20])=[O:19])[CH:16]=[CH:15][CH:14]=[CH:13][CH:12]=1.C(=O)([O-])[O-].[K+].[K+].Cl. (4) Given the product [Cl:1][C:2]1[N:10]=[C:9]2[C:5]([N:6]=[C:7]([CH2:13][N:21]3[CH2:24][CH:23]([N:25]([CH3:32])[C:26]([CH3:30])([CH3:31])[C:27]([NH2:29])=[O:28])[CH2:22]3)[N:8]2[CH2:11][CH3:12])=[C:4]([N:15]2[CH2:20][CH2:19][O:18][CH2:17][CH2:16]2)[N:3]=1, predict the reactants needed to synthesize it. The reactants are: [Cl:1][C:2]1[N:10]=[C:9]2[C:5]([N:6]=[C:7]([CH:13]=O)[N:8]2[CH2:11][CH3:12])=[C:4]([N:15]2[CH2:20][CH2:19][O:18][CH2:17][CH2:16]2)[N:3]=1.[NH:21]1[CH2:24][CH:23]([N:25]([CH3:32])[C:26]([CH3:31])([CH3:30])[C:27]([NH2:29])=[O:28])[CH2:22]1.C(O[BH-](OC(=O)C)OC(=O)C)(=O)C.[Na+]. (5) The reactants are: [Cl:1][C:2]1[CH:36]=[CH:35][C:34]([CH2:37][CH2:38][CH2:39][O:40][CH3:41])=[CH:33][C:3]=1[CH2:4][N:5]([CH:30]1[CH2:32][CH2:31]1)[C:6]([C@@H:8]1[C@:13]([C:15]2[CH:20]=[CH:19][C:18]([F:21])=[C:17]([F:22])[CH:16]=2)([OH:14])[CH2:12][CH2:11][N:10](C(OC(C)(C)C)=O)[CH2:9]1)=[O:7].Cl. Given the product [Cl:1][C:2]1[CH:36]=[CH:35][C:34]([CH2:37][CH2:38][CH2:39][O:40][CH3:41])=[CH:33][C:3]=1[CH2:4][N:5]([CH:30]1[CH2:32][CH2:31]1)[C:6]([CH:8]1[C:13]([C:15]2[CH:20]=[CH:19][C:18]([F:21])=[C:17]([F:22])[CH:16]=2)([OH:14])[CH2:12][CH2:11][NH:10][CH2:9]1)=[O:7], predict the reactants needed to synthesize it. (6) Given the product [CH2:1]([N:8]1[C:13]([CH3:15])([CH3:14])[CH2:12][O:11][CH:10]([CH3:16])[CH2:9]1)[C:2]1[CH:3]=[CH:4][CH:5]=[CH:6][CH:7]=1, predict the reactants needed to synthesize it. The reactants are: [CH2:1]([N:8]1[C:13]([CH3:15])([CH3:14])[CH2:12][O:11][CH:10]([CH3:16])[C:9]1=O)[C:2]1[CH:7]=[CH:6][CH:5]=[CH:4][CH:3]=1.C(O)C.